This data is from Reaction yield outcomes from USPTO patents with 853,638 reactions. The task is: Predict the reaction yield, written as a fraction of the theoretical maximum amount of product (1.0 means a 100% yield; for example, 0.34 means a 34% yield). (1) The reactants are [CH2:1]1[C@H:5]([N:6]2[C:11](=[O:12])[N:10]=[C:9]([NH2:13])[CH:8]=[CH:7]2)[O:4][C@H:3]([CH2:14][O:15][P:16]([OH:19])([OH:18])=[O:17])[C@H:2]1[O:20][P:21]([O:24][CH2:25][C@H:26]1[O:30][C@@H:29]([N:31]2[C:35]3[N:36]=[CH:37][N:38]=[C:39]([NH2:40])[C:34]=3[N:33]=[CH:32]2)[C@H:28]([OH:41])[C@@H:27]1[OH:42])([OH:23])=[O:22].[C:43]([S:47][S:48][C:49]([N:51]([CH3:66])[C@@H:52]([CH2:59][S:60][S:61][C:62]([CH3:65])([CH3:64])[CH3:63])[C:53](OCC#N)=[O:54])=[O:50])([CH3:46])([CH3:45])[CH3:44].FC(F)(F)C(O)=O. The catalyst is O.O1CCCC1. The product is [C:43]([S:47][S:48][C:49]([N:51]([CH3:66])[C@@H:52]([CH2:59][S:60][S:61][C:62]([CH3:65])([CH3:64])[CH3:63])[C:53]([O:42][C@H:27]1[C@@H:28]([OH:41])[C@H:29]([N:31]2[CH:32]=[N:33][C:34]3[C:35]2=[N:36][CH:37]=[N:38][C:39]=3[NH2:40])[O:30][C@@H:26]1[CH2:25][O:24][P:21]([O:20][C@H:2]1[CH2:1][C@H:5]([N:6]2[CH:7]=[CH:8][C:9]([NH2:13])=[N:10][C:11]2=[O:12])[O:4][C@@H:3]1[CH2:14][O:15][P:16]([OH:18])([OH:19])=[O:17])([OH:23])=[O:22])=[O:54])=[O:50])([CH3:46])([CH3:45])[CH3:44]. The yield is 0.0300. (2) The reactants are [F:1][C:2]1[CH:7]=[C:6]([N:8]=NC2C=CC=CC=2)[C:5]([F:16])=[CH:4][C:3]=1[OH:17]. The catalyst is C(O)C.[Pd]. The product is [NH2:8][C:6]1[C:5]([F:16])=[CH:4][C:3]([OH:17])=[C:2]([F:1])[CH:7]=1. The yield is 0.600. (3) The reactants are CCCC[N+](CCCC)(CCCC)CCCC.[F-].[Si]([O:26][CH2:27][CH2:28][CH:29]([N:31]1[N:35]=[N:34][C:33]([C:36]2[CH:41]=[CH:40][CH:39]=[C:38]([Cl:42])[CH:37]=2)=[N:32]1)[CH3:30])(C(C)(C)C)(C)C. The catalyst is C1COCC1. The product is [Cl:42][C:38]1[CH:37]=[C:36]([C:33]2[N:34]=[N:35][N:31]([CH:29]([CH3:30])[CH2:28][CH2:27][OH:26])[N:32]=2)[CH:41]=[CH:40][CH:39]=1. The yield is 0.910. (4) The reactants are C(OC([N:11]1[CH2:20][CH2:19][C:18]2[C:13](=[CH:14][C:15]([NH:21][C:22]3[N:27]=[C:26](Cl)[CH:25]=[C:24]([N:29]4[CH2:34][CH2:33][O:32][CH2:31][CH2:30]4)[N:23]=3)=[CH:16][CH:17]=2)[CH2:12]1)=O)C1C=CC=CC=1.[F:35][C:36]1[C:37](B2OC(C)(C)C(C)(C)O2)=[C:38]2[C:42](=[CH:43][CH:44]=1)[NH:41][CH:40]=[CH:39]2. The catalyst is CCO.[Pd]. The product is [F:35][C:36]1[C:37]([C:26]2[CH:25]=[C:24]([N:29]3[CH2:30][CH2:31][O:32][CH2:33][CH2:34]3)[N:23]=[C:22]([NH:21][C:15]3[CH:16]=[C:17]4[C:18]([CH2:19][CH2:20][NH:11][CH2:12]4)=[CH:13][CH:14]=3)[N:27]=2)=[C:38]2[C:42](=[CH:43][CH:44]=1)[NH:41][CH:40]=[CH:39]2. The yield is 0.500. (5) The reactants are [CH3:1][O:2][C:3]1[N:4]=[C:5]2[C:10](=[CH:11][CH:12]=1)[N:9]=[CH:8][CH:7]=[C:6]2[N:13]1[CH:21]=[C:20]2[C:15]([CH2:16][CH2:17][CH:18]([NH2:22])[CH2:19]2)=[N:14]1.[CH:23](=O)/[CH:24]=[CH:25]/[C:26]1[CH:31]=[CH:30][CH:29]=[CH:28][CH:27]=1.[BH4-].[Na+].[OH-].[Na+]. The catalyst is CC(O[Ti](OC(C)C)(OC(C)C)OC(C)C)C.CO. The product is [CH3:1][O:2][C:3]1[N:4]=[C:5]2[C:10](=[CH:11][CH:12]=1)[N:9]=[CH:8][CH:7]=[C:6]2[N:13]1[CH:21]=[C:20]2[C:15]([CH2:16][CH2:17][CH:18]([NH:22][CH2:23][CH:24]=[CH:25][C:26]3[CH:31]=[CH:30][CH:29]=[CH:28][CH:27]=3)[CH2:19]2)=[N:14]1. The yield is 0.500. (6) The reactants are Br[C:2]1[N:3]=[C:4]([CH:14]2[CH2:19][CH2:18][N:17]([C:20]([O:22][C:23]([CH3:26])([CH3:25])[CH3:24])=[O:21])[CH2:16][CH2:15]2)[N:5]([CH2:7][CH2:8][N:9]2[CH2:13][CH2:12][CH2:11][CH2:10]2)[CH:6]=1.P([O-])([O-])([O-])=O.[K+].[K+].[K+].[CH:35]1(P(C2CCCCC2)C2C=CC=CC=2C2C(OC)=CC=CC=2OC)CCCC[CH2:36]1.CC1(C)C(C)(C)OB(C=C)O1. The catalyst is O1CCOCC1.O.C1C=CC(/C=C/C(/C=C/C2C=CC=CC=2)=O)=CC=1.C1C=CC(/C=C/C(/C=C/C2C=CC=CC=2)=O)=CC=1.[Pd]. The yield is 0.380. The product is [N:9]1([CH2:8][CH2:7][N:5]2[CH:6]=[C:2]([CH:35]=[CH2:36])[N:3]=[C:4]2[CH:14]2[CH2:19][CH2:18][N:17]([C:20]([O:22][C:23]([CH3:26])([CH3:25])[CH3:24])=[O:21])[CH2:16][CH2:15]2)[CH2:13][CH2:12][CH2:11][CH2:10]1. (7) The reactants are Br[C:2]1[CH:7]=[CH:6][N:5]=[C:4]([NH2:8])[C:3]=1[N+:9]([O-:11])=[O:10].[CH3:12][N:13]1[CH2:18][CH2:17][NH:16][CH2:15][CH2:14]1. The catalyst is CCOC(C)=O.O. The product is [CH3:12][N:13]1[CH2:18][CH2:17][N:16]([C:2]2[CH:7]=[CH:6][N:5]=[C:4]([NH2:8])[C:3]=2[N+:9]([O-:11])=[O:10])[CH2:15][CH2:14]1. The yield is 0.661.